Dataset: Forward reaction prediction with 1.9M reactions from USPTO patents (1976-2016). Task: Predict the product of the given reaction. (1) Given the reactants [OH:1][CH:2]1[CH2:7][CH2:6][NH:5][CH2:4][CH2:3]1.[CH:8]1([NH:11][C:12]([N:14]2[C:22]3[C:17](=[CH:18][C:19]([O:23][C:24]4[CH:29]=[CH:28][N:27]=[C:26]([N:30](C(OC5C=CC=CC=5)=O)[C:31](=[O:39])OC5C=CC=CC=5)[CH:25]=4)=[CH:20][CH:21]=3)[CH:16]=[CH:15]2)=[O:13])[CH2:10][CH2:9]1.C1(NC(N2C3C(=CC(OC4C=CN=C(NC(N5CCC(N6CCCC6)CC5)=O)C=4)=CC=3)C=C2)=O)CC1, predict the reaction product. The product is: [CH:8]1([NH:11][C:12]([N:14]2[C:22]3[C:17](=[CH:18][C:19]([O:23][C:24]4[CH:29]=[CH:28][N:27]=[C:26]([NH:30][C:31]([N:5]5[CH2:6][CH2:7][CH:2]([OH:1])[CH2:3][CH2:4]5)=[O:39])[CH:25]=4)=[CH:20][CH:21]=3)[CH:16]=[CH:15]2)=[O:13])[CH2:10][CH2:9]1. (2) Given the reactants [C:1]([O-:8])(=[O:7])[CH2:2][CH2:3][C:4]([O-:6])=[O:5].[Na+:9].[Na+].[OH:11][S:12]([OH:15])(=[O:14])=[O:13].C(O)C.C([O-])(=O)CCC([O-])=O.[Na+].[Na+], predict the reaction product. The product is: [C:1]([OH:8])(=[O:7])[CH2:2][CH2:3][C:4]([OH:6])=[O:5].[S:12]([O-:15])([O-:14])(=[O:13])=[O:11].[Na+:9].[Na+:9]. (3) Given the reactants [C:1]([C:3]1[CH:12]=[CH:11][C:10]([CH3:13])=[C:9]2[C:4]=1[CH2:5][CH2:6][C:7](=[O:14])[NH:8]2)#N.C(O)=[O:16], predict the reaction product. The product is: [CH3:13][C:10]1[C:9]2[NH:8][C:7](=[O:14])[CH2:6][CH2:5][C:4]=2[C:3]([CH:1]=[O:16])=[CH:12][CH:11]=1. (4) Given the reactants Cl[CH2:2][C:3]1[O:4][CH:5]=[C:6]([CH3:8])[N:7]=1.[C-:9]#[N:10].[K+], predict the reaction product. The product is: [CH3:8][C:6]1[N:7]=[C:3]([CH2:2][C:9]#[N:10])[O:4][CH:5]=1. (5) Given the reactants C(OC(=O)[NH:7][CH:8]([CH3:40])[C:9]([NH:11][CH2:12][C:13]1[CH:18]=[CH:17][CH:16]=[C:15]([N:19]2[C:23]([C:24]3[O:25][C:26]([NH:29][C:30]4[CH:35]=[CH:34][CH:33]=[CH:32][CH:31]=4)=[N:27][N:28]=3)=[CH:22][C:21]([C:36]([F:39])([F:38])[F:37])=[N:20]2)[CH:14]=1)=[O:10])(C)(C)C, predict the reaction product. The product is: [C:30]1([NH:29][C:26]2[O:25][C:24]([C:23]3[N:19]([C:15]4[CH:14]=[C:13]([CH:18]=[CH:17][CH:16]=4)[CH2:12][NH:11][C:9](=[O:10])[CH:8]([NH2:7])[CH3:40])[N:20]=[C:21]([C:36]([F:37])([F:39])[F:38])[CH:22]=3)=[N:28][N:27]=2)[CH:31]=[CH:32][CH:33]=[CH:34][CH:35]=1. (6) The product is: [Br:1][C:2]1[CH:7]=[CH:6][C:5]([N:8]2[C:9]3=[N:10][C:11]4[C:12](=[C:18]([C:23]([O:25][CH3:26])=[O:24])[CH:19]=[CH:20][C:21]=4[Cl:22])[N:13]3[CH2:14][CH2:15][CH2:16]2)=[C:4]([Cl:27])[CH:3]=1. Given the reactants [Br:1][C:2]1[CH:7]=[CH:6][C:5]([NH:8][C:9]2[N:13]([CH2:14][CH2:15][CH2:16]O)[C:12]3[C:18]([C:23]([O:25][CH3:26])=[O:24])=[CH:19][CH:20]=[C:21]([Cl:22])[C:11]=3[N:10]=2)=[C:4]([Cl:27])[CH:3]=1.C(N(CC)CC)C.CS(Cl)(=O)=O.C(=O)([O-])[O-].[K+].[K+], predict the reaction product.